From a dataset of Forward reaction prediction with 1.9M reactions from USPTO patents (1976-2016). Predict the product of the given reaction. (1) Given the reactants C([O:3][C:4](=[O:23])[C:5]([O:15][C:16]1[CH:21]=[CH:20][CH:19]=[C:18]([F:22])[CH:17]=1)([CH3:14])[CH2:6][C:7]1[CH:12]=[CH:11][C:10]([OH:13])=[CH:9][CH:8]=1)C.[CH:24]1([C:30]2[O:31][C:32]([CH3:48])=[C:33]([CH2:35][CH2:36]OS(C3C=CC(C)=CC=3)(=O)=O)[N:34]=2)[CH2:29][CH2:28][CH2:27][CH2:26][CH2:25]1, predict the reaction product. The product is: [F:22][C:18]1[CH:17]=[C:16]([CH:21]=[CH:20][CH:19]=1)[O:15][C:5]([CH3:14])([CH2:6][C:7]1[CH:8]=[CH:9][C:10]([O:13][CH2:36][CH2:35][C:33]2[N:34]=[C:30]([CH:24]3[CH2:29][CH2:28][CH2:27][CH2:26][CH2:25]3)[O:31][C:32]=2[CH3:48])=[CH:11][CH:12]=1)[C:4]([OH:3])=[O:23]. (2) Given the reactants [Br:1][C:2]1[CH:3]=[C:4]([CH3:18])[C:5]([C:8]2[CH2:17][CH2:16][C:11]3(OCC[O:12]3)[CH2:10][CH:9]=2)=[N:6][CH:7]=1.C(=O)([O-])[O-].[Na+].[Na+], predict the reaction product. The product is: [Br:1][C:2]1[CH:3]=[C:4]([CH3:18])[C:5]([C:8]2[CH2:17][CH2:16][C:11](=[O:12])[CH2:10][CH:9]=2)=[N:6][CH:7]=1. (3) Given the reactants [CH2:1]([C:8]1[CH:9]=[N:10][C:11]2[C:16]([C:17]=1[C:18]1[CH:19]=[C:20]([NH2:24])[CH:21]=[CH:22][CH:23]=1)=[CH:15][CH:14]=[CH:13][C:12]=2[C:25]([F:28])([F:27])[F:26])[C:2]1[CH:7]=[CH:6][CH:5]=[CH:4][CH:3]=1.[CH3:29][N:30]([CH3:43])[C:31]1[C:40]2[C:35](=[CH:36][CH:37]=[CH:38][CH:39]=2)[C:34]([CH:41]=O)=[CH:33][CH:32]=1, predict the reaction product. The product is: [CH2:1]([C:8]1[CH:9]=[N:10][C:11]2[C:16]([C:17]=1[C:18]1[CH:19]=[C:20]([NH:24][CH2:41][C:34]3[C:35]4[C:40](=[CH:39][CH:38]=[CH:37][CH:36]=4)[C:31]([N:30]([CH3:29])[CH3:43])=[CH:32][CH:33]=3)[CH:21]=[CH:22][CH:23]=1)=[CH:15][CH:14]=[CH:13][C:12]=2[C:25]([F:28])([F:26])[F:27])[C:2]1[CH:3]=[CH:4][CH:5]=[CH:6][CH:7]=1. (4) The product is: [Cl:1][C:2]1[C:10]2[S:9][C:8]([S:11]([CH3:12])=[O:32])=[N:7][C:6]=2[CH:5]=[CH:4][C:3]=1[O:13][C:14]1[CH:19]=[CH:18][N:17]=[C:16]([C:20]([NH:22][CH3:23])=[O:21])[CH:15]=1. Given the reactants [Cl:1][C:2]1[C:10]2[S:9][C:8]([S:11][CH3:12])=[N:7][C:6]=2[CH:5]=[CH:4][C:3]=1[O:13][C:14]1[CH:19]=[CH:18][N:17]=[C:16]([C:20]([NH:22][CH3:23])=[O:21])[CH:15]=1.C1C=C(Cl)C=C(C(OO)=[O:32])C=1, predict the reaction product. (5) Given the reactants [NH2:1][C:2]1[CH:12]=[CH:11][C:10]([C:13]#[N:14])=[CH:9][C:3]=1[C:4]([O:6][CH2:7]C)=[O:5].[C:15]1(=O)[CH2:18][CH2:17][CH2:16]1.C(O)(=O)C.C(O[BH-](OC(=O)C)OC(=O)C)(=O)C.[Na+].C([O-])(O)=O.[Na+], predict the reaction product. The product is: [C:13]([C:10]1[CH:11]=[CH:12][C:2]([NH:1][CH:15]2[CH2:18][CH2:17][CH2:16]2)=[C:3]([CH:9]=1)[C:4]([O:6][CH3:7])=[O:5])#[N:14].